From a dataset of CYP3A4 inhibition data for predicting drug metabolism from PubChem BioAssay. Regression/Classification. Given a drug SMILES string, predict its absorption, distribution, metabolism, or excretion properties. Task type varies by dataset: regression for continuous measurements (e.g., permeability, clearance, half-life) or binary classification for categorical outcomes (e.g., BBB penetration, CYP inhibition). Dataset: cyp3a4_veith. (1) The drug is C[NH+](C)CCCN1c2ccccc2Sc2ccc(Cl)cc21.[Cl-]. The result is 0 (non-inhibitor). (2) The drug is CN(C(=O)CSc1ncccc1C(=O)O)c1ccccc1. The result is 0 (non-inhibitor). (3) The molecule is Cc1cc(=O)c2cc(Cl)ccc2[nH]1. The result is 0 (non-inhibitor). (4) The drug is O=C(CN1C(=O)NC2(CCCCCC2)C1=O)N1CCN(S(=O)(=O)c2ccc(Cl)cc2)CC1. The result is 1 (inhibitor). (5) The compound is CN1c2cccc3cccc(c23)N(C)C1c1cccs1. The result is 0 (non-inhibitor). (6) The molecule is CC(C)CN1CC2(CCN(S(=O)(=O)c3ccccc3)CC2)C1. The result is 0 (non-inhibitor). (7) The compound is COc1cccc(Cn2c(=O)c(C)nc3cnc(OCc4ccccc4)nc32)c1. The result is 1 (inhibitor). (8) The molecule is Cn1cccc1C(=O)N1CCC[C@@]2(CCN(Cc3nccs3)C2)C1. The result is 1 (inhibitor). (9) The drug is CCNCc1cc(OCC)c(OCC(=O)NCCc2ccccc2)cc1Cl.Cl. The result is 1 (inhibitor).